Dataset: Forward reaction prediction with 1.9M reactions from USPTO patents (1976-2016). Task: Predict the product of the given reaction. (1) Given the reactants Br[C:2]1[CH:3]=[C:4]([C:17]([NH:19][CH2:20][C:21]2[C:22](=[O:29])[NH:23][C:24]([CH3:28])=[CH:25][C:26]=2[CH3:27])=[O:18])[C:5]2[CH:10]=[N:9][N:8]([CH:11]3[CH2:16][CH2:15][O:14][CH2:13][CH2:12]3)[C:6]=2[N:7]=1.[CH3:30][C:31]1([CH3:48])[CH2:36][C:35](B2OC(C)(C)C(C)(C)O2)=[CH:34][C:33]([CH3:47])([CH3:46])[NH:32]1.C([O-])([O-])=O.[Na+].[Na+].CCOC(C)=O, predict the reaction product. The product is: [CH3:27][C:26]1[CH:25]=[C:24]([CH3:28])[NH:23][C:22](=[O:29])[C:21]=1[CH2:20][NH:19][C:17]([C:4]1[C:5]2[CH:10]=[N:9][N:8]([CH:11]3[CH2:16][CH2:15][O:14][CH2:13][CH2:12]3)[C:6]=2[N:7]=[C:2]([C:35]2[CH2:34][C:33]([CH3:47])([CH3:46])[NH:32][C:31]([CH3:48])([CH3:30])[CH:36]=2)[CH:3]=1)=[O:18]. (2) Given the reactants [Br:1][C:2]1[CH:7]=[CH:6][C:5]([CH2:8][C@H:9]([NH:12][C:13](=[O:19])[O:14][C:15]([CH3:18])([CH3:17])[CH3:16])[CH2:10]O)=[CH:4][CH:3]=1.C1(P(C2C=CC=CC=2)C2C=CC=CC=2)C=CC=CC=1.[C:39]1(=[O:49])[NH:43][C:42](=[O:44])[C:41]2=[CH:45][CH:46]=[CH:47][CH:48]=[C:40]12.N(C(OC(C)C)=O)=NC(OC(C)C)=O, predict the reaction product. The product is: [Br:1][C:2]1[CH:7]=[CH:6][C:5]([CH2:8][C@H:9]([NH:12][C:13](=[O:19])[O:14][C:15]([CH3:18])([CH3:17])[CH3:16])[CH2:10][N:43]2[C:39](=[O:49])[C:40]3[C:41](=[CH:45][CH:46]=[CH:47][CH:48]=3)[C:42]2=[O:44])=[CH:4][CH:3]=1.